Predict the reaction yield, written as a fraction of the theoretical maximum amount of product (1.0 means a 100% yield; for example, 0.34 means a 34% yield). From a dataset of Reaction yield outcomes from USPTO patents with 853,638 reactions. (1) The reactants are [CH:1]1([O:5][C:6]2[CH:7]=[C:8]([F:20])[C:9]([F:19])=[C:10]([CH:18]=2)[C:11]([O:13]C2CCC2)=[O:12])[CH2:4][CH2:3][CH2:2]1.C(O)C.[OH-].[Na+]. The catalyst is O. The product is [CH:1]1([O:5][C:6]2[CH:7]=[C:8]([F:20])[C:9]([F:19])=[C:10]([CH:18]=2)[C:11]([OH:13])=[O:12])[CH2:4][CH2:3][CH2:2]1. The yield is 0.960. (2) The reactants are [Cl:1][C:2]1[CH:7]=[CH:6][CH:5]=[C:4]([Cl:8])[C:3]=1[OH:9].[Si:10](Cl)([C:13]([CH3:16])([CH3:15])[CH3:14])([CH3:12])[CH3:11].N1C=CN=C1.O. The catalyst is CN(C)C=O. The product is [C:13]([Si:10]([O:9][C:3]1[C:2]([Cl:1])=[CH:7][CH:6]=[CH:5][C:4]=1[Cl:8])([CH3:12])[CH3:11])([CH3:16])([CH3:15])[CH3:14]. The yield is 0.980. (3) The reactants are Br[C:2]1[CH:3]=[C:4]([N:8]2[C:16]3[C:11](=[CH:12][C:13](C4C=NN(C)C=4)=[CH:14][CH:15]=3)[C:10]([C:23]([NH2:25])=[O:24])=[N:9]2)[CH:5]=[CH:6][CH:7]=1.[C:26]([C@:28]1([OH:35])[CH2:32][CH2:31][N:30]([CH3:33])[C:29]1=[O:34])#[CH:27]. No catalyst specified. The product is [OH:35][C@@:28]1([C:26]#[C:27][C:2]2[CH:3]=[C:4]([N:8]3[C:16]4[C:11](=[CH:12][C:13]([C:10]5[CH:11]=[CH:16][N:8]([CH3:4])[N:9]=5)=[CH:14][CH:15]=4)[C:10]([C:23]([NH2:25])=[O:24])=[N:9]3)[CH:5]=[CH:6][CH:7]=2)[CH2:32][CH2:31][N:30]([CH3:33])[C:29]1=[O:34]. The yield is 0.0200. (4) The reactants are [CH2:1]1[C:10]2[C:5](=[CH:6][CH:7]=[CH:8][CH:9]=2)[CH2:4][CH2:3][N:2]1[CH2:11][CH:12]([OH:26])[CH2:13][NH:14][C:15](=[O:25])[CH2:16][O:17][C:18]1[CH:23]=[CH:22][CH:21]=[CH:20][C:19]=1I.C([O-])([O-])=O.[Cs+].[Cs+].C1C=CC(P(C2C(C3C(P(C4C=CC=CC=4)C4C=CC=CC=4)=CC=C4C=3C=CC=C4)=C3C(C=CC=C3)=CC=2)C2C=CC=CC=2)=CC=1. The catalyst is O1CCOCC1.C1C=CC(/C=C/C(/C=C/C2C=CC=CC=2)=O)=CC=1.C1C=CC(/C=C/C(/C=C/C2C=CC=CC=2)=O)=CC=1.C1C=CC(/C=C/C(/C=C/C2C=CC=CC=2)=O)=CC=1.[Pd].[Pd]. The product is [CH2:1]1[C:10]2[C:5](=[CH:6][CH:7]=[CH:8][CH:9]=2)[CH2:4][CH2:3][N:2]1[CH2:11][CH:12]([OH:26])[CH2:13][N:14]1[C:15](=[O:25])[CH2:16][O:17][C:18]2[CH:23]=[CH:22][CH:21]=[CH:20][C:19]1=2. The yield is 0.325. (5) The product is [O:1]([C:8]1[CH:13]=[CH:12][C:11]([NH:14][C:15](=[S:27])[CH3:16])=[CH:10][CH:9]=1)[C:2]1[CH:7]=[CH:6][CH:5]=[CH:4][CH:3]=1. The catalyst is C1(C)C=CC=CC=1. The yield is 0.607. The reactants are [O:1]([C:8]1[CH:13]=[CH:12][C:11]([NH:14][C:15](=O)[CH3:16])=[CH:10][CH:9]=1)[C:2]1[CH:7]=[CH:6][CH:5]=[CH:4][CH:3]=1.COC1C=CC(P2(SP(C3C=CC(OC)=CC=3)(=S)S2)=[S:27])=CC=1. (6) The reactants are Cl[C:2]1[C:7]([NH2:8])=[CH:6][CH:5]=[CH:4][N:3]=1.[N+:9]([C:12]1[CH:13]=[C:14]([CH:18]=[CH:19][CH:20]=1)[C:15](Cl)=[O:16])([O-:11])=[O:10].C(O)(=O)C. The catalyst is N1C=CC=CC=1.CCOC(C)=O. The product is [N+:9]([C:12]1[CH:13]=[C:14]([C:15]2[O:16][C:2]3[C:7]([N:8]=2)=[CH:6][CH:5]=[CH:4][N:3]=3)[CH:18]=[CH:19][CH:20]=1)([O-:11])=[O:10]. The yield is 0.350. (7) The reactants are [NH2:1][C:2]1[C:7]([OH:8])=[CH:6][CH:5]=[CH:4][C:3]=1[OH:9].Cl[CH2:11][C:12](Cl)=[O:13].C([O-])([O-])=O.[K+].[K+]. The catalyst is CN(C=O)C.O. The product is [OH:8][C:7]1[C:2]2[NH:1][C:12](=[O:13])[CH2:11][O:9][C:3]=2[CH:4]=[CH:5][CH:6]=1. The yield is 0.650.